Predict the reaction yield, written as a fraction of the theoretical maximum amount of product (1.0 means a 100% yield; for example, 0.34 means a 34% yield). From a dataset of Reaction yield outcomes from USPTO patents with 853,638 reactions. (1) The reactants are [OH:1][C:2]1[CH:11]=[CH:10][C:5]([C:6]([NH:8][NH2:9])=[O:7])=[CH:4][CH:3]=1.[Cl:12][C:13]1[CH:18]=[CH:17][C:16]([N:19]=[C:20]=S)=[CH:15][C:14]=1[C:22]([F:25])([F:24])[F:23].CCOC(C)=O.CO. The catalyst is CO.[Hg]=O. The product is [Cl:12][C:13]1[CH:18]=[CH:17][C:16]([NH:19][C:20]2[O:7][C:6]([C:5]3[CH:10]=[CH:11][C:2]([OH:1])=[CH:3][CH:4]=3)=[N:8][N:9]=2)=[CH:15][C:14]=1[C:22]([F:23])([F:24])[F:25]. The yield is 0.607. (2) The reactants are [Br:1][C:2]1[CH:7]=[CH:6][C:5]([CH:8]([C:14]([O:16][CH2:17][CH3:18])=[O:15])[C:9]([O:11][CH2:12][CH3:13])=[O:10])=[CH:4][CH:3]=1.[H-].[Na+].I[CH3:22]. The catalyst is C1COCC1. The product is [Br:1][C:2]1[CH:7]=[CH:6][C:5]([C:8]([CH3:22])([C:9]([O:11][CH2:12][CH3:13])=[O:10])[C:14]([O:16][CH2:17][CH3:18])=[O:15])=[CH:4][CH:3]=1. The yield is 0.550. (3) The reactants are CI.[CH3:3][O:4][C:5]([C@H:7]1[CH2:12][CH2:11][C@H:10]([CH2:13][N:14]2[C:18]3[CH:19]=[C:20]([Br:23])[CH:21]=[CH:22][C:17]=3[NH:16][C:15]2=[O:24])[CH2:9][CH2:8]1)=[O:6].[C:25]([O-])([O-])=O.[K+].[K+]. The catalyst is CN(C=O)C. The product is [CH3:3][O:4][C:5]([C@H:7]1[CH2:8][CH2:9][C@H:10]([CH2:13][N:14]2[C:18]3[CH:19]=[C:20]([Br:23])[CH:21]=[CH:22][C:17]=3[N:16]([CH3:25])[C:15]2=[O:24])[CH2:11][CH2:12]1)=[O:6]. The yield is 0.850. (4) The reactants are [CH3:1][C:2]1[C:3]([C:9]([C:11]2[CH:16]=[CH:15][CH:14]=[CH:13][CH:12]=2)=O)=[N:4][C:5]([CH3:8])=[CH:6][N:7]=1.Cl.[NH2:18][OH:19]. The catalyst is N1C=CC=CC=1. The product is [CH3:1][C:2]1[C:3]([C:9]([C:11]2[CH:16]=[CH:15][CH:14]=[CH:13][CH:12]=2)=[N:18][OH:19])=[N:4][C:5]([CH3:8])=[CH:6][N:7]=1. The yield is 0.990. (5) The reactants are [F:1][C:2]1[CH:38]=[CH:37][C:5]([O:6][C:7]2[CH:12]=[CH:11][C:10]([NH:13][C:14]([NH:16][C:17]3[CH:22]=[CH:21][C:20]([O:23][C:24]4[CH:29]=[CH:28][N:27]=[C:26]5[NH:30][N:31]=[CH:32][C:25]=45)=[CH:19][CH:18]=3)=[O:15])=[CH:9][C:8]=2[C:33]([F:36])([F:35])[F:34])=[CH:4][CH:3]=1.[C:39](O)(=[O:42])[CH:40]=[O:41]. The catalyst is C1(C)C=CC=CC=1. The product is [F:1][C:2]1[CH:3]=[CH:4][C:5]([O:6][C:7]2[CH:12]=[CH:11][C:10]([N:13]3[C:40]([OH:41])=[C:39]([OH:42])[N:16]([C:17]4[CH:18]=[CH:19][C:20]([O:23][C:24]5[CH:29]=[CH:28][N:27]=[C:26]6[NH:30][N:31]=[CH:32][C:25]=56)=[CH:21][CH:22]=4)[C:14]3=[O:15])=[CH:9][C:8]=2[C:33]([F:35])([F:36])[F:34])=[CH:37][CH:38]=1. The yield is 0.0700. (6) The reactants are [NH2:1][C:2]1[CH:7]=[CH:6][C:5]([C:8]2[N:13]=[C:12]([N:14]3[CH2:20][CH:19]4[O:21][CH:16]([CH2:17][CH2:18]4)[CH2:15]3)[N:11]=[C:10]([C:22]3[CH:27]=[CH:26][C:25]([NH:28][C:29]([NH:31][CH3:32])=[O:30])=[CH:24][CH:23]=3)[N:9]=2)=[CH:4][CH:3]=1.[N:33]1[CH:38]=[CH:37][C:36]([NH:39][C:40](=O)[O:41]C2C=CC=CC=2)=[CH:35][CH:34]=1. No catalyst specified. The product is [CH3:32][NH:31][C:29]([NH:28][C:25]1[CH:26]=[CH:27][C:22]([C:10]2[N:11]=[C:12]([N:14]3[CH2:20][CH:19]4[O:21][CH:16]([CH2:17][CH2:18]4)[CH2:15]3)[N:13]=[C:8]([C:5]3[CH:4]=[CH:3][C:2]([NH:1][C:40](=[O:41])[NH:39][C:36]4[CH:37]=[CH:38][N:33]=[CH:34][CH:35]=4)=[CH:7][CH:6]=3)[N:9]=2)=[CH:23][CH:24]=1)=[O:30]. The yield is 0.0400. (7) The product is [C:22]([C:18]1[CH:17]=[C:16]([CH2:15][CH2:14][N:11]2[CH2:10][CH2:9][NH:8][CH2:13][CH2:12]2)[CH:21]=[CH:20][N:19]=1)#[N:23]. The catalyst is CO. The yield is 0.690. The reactants are C([N:8]1[CH2:13][CH2:12][N:11]([CH2:14][CH2:15][C:16]2[CH:21]=[CH:20][N:19]=[C:18]([C:22]#[N:23])[CH:17]=2)[CH2:10][CH2:9]1)(OC(C)(C)C)=O.Cl.[OH-].[NH4+].